This data is from Full USPTO retrosynthesis dataset with 1.9M reactions from patents (1976-2016). The task is: Predict the reactants needed to synthesize the given product. Given the product [NH2:15][C:12]1[CH:13]=[CH:14][C:9]([C:8]([NH:7][C:5]2[S:6][C:2]([Cl:1])=[CH:3][N:4]=2)=[O:18])=[CH:10][CH:11]=1, predict the reactants needed to synthesize it. The reactants are: [Cl:1][C:2]1[S:6][C:5]([NH:7][C:8](=[O:18])[C:9]2[CH:14]=[CH:13][C:12]([N+:15]([O-])=O)=[CH:11][CH:10]=2)=[N:4][CH:3]=1.C(O)(=O)C.